Task: Predict the reactants needed to synthesize the given product.. Dataset: Full USPTO retrosynthesis dataset with 1.9M reactions from patents (1976-2016) (1) Given the product [CH2:1]([O:4][C:5]1[CH:16]=[CH:15][CH:14]=[CH:13][C:6]=1[CH2:7][C:8]1[C:11]([NH2:12])=[N:17][NH:18][C:9]=1[NH2:10])[CH:2]=[CH2:3], predict the reactants needed to synthesize it. The reactants are: [CH2:1]([O:4][C:5]1[CH:16]=[CH:15][CH:14]=[CH:13][C:6]=1[CH2:7][CH:8]([C:11]#[N:12])[C:9]#[N:10])[CH:2]=[CH2:3].[NH2:17][NH2:18]. (2) Given the product [F:1][C:2]1[N:10]=[CH:9][CH:8]=[CH:7][C:3]=1[C:4]([NH:19][CH2:11][CH2:12][C:13]1[CH:18]=[CH:17][CH:16]=[CH:15][CH:14]=1)=[O:6], predict the reactants needed to synthesize it. The reactants are: [F:1][C:2]1[N:10]=[CH:9][CH:8]=[CH:7][C:3]=1[C:4]([OH:6])=O.[CH2:11]([NH2:19])[CH2:12][C:13]1[CH:18]=[CH:17][CH:16]=[CH:15][CH:14]=1.C(N(CC)CC)C.F[P-](F)(F)(F)(F)F.N1(OC(N(C)C)=[N+](C)C)C2N=CC=CC=2N=N1. (3) Given the product [NH2:33][C:34]1[C:35]([C:42]([N:44]([CH2:13][CH2:14][CH2:15][CH2:16][CH2:17][CH2:18][CH2:19][CH2:20][CH2:21][CH2:22][CH2:23][C:24](=[O:25])[N:26]2[CH2:27][CH2:28][NH:29][CH2:30][CH2:31]2)[C:45]([NH2:48])=[NH:4])=[O:43])=[N:36][C:37]([Cl:41])=[C:38]([NH2:40])[N:39]=1, predict the reactants needed to synthesize it. The reactants are: C([N:4](C(C)C)CC)(C)C.Cl.Cl.N[CH2:13][CH2:14][CH2:15][CH2:16][CH2:17][CH2:18][CH2:19][CH2:20][CH2:21][CH2:22][CH2:23][C:24]([N:26]1[CH2:31][CH2:30][NH:29][CH2:28][CH2:27]1)=[O:25].I.[NH2:33][C:34]1[C:35]([C:42]([NH:44][C:45](=[NH:48])SC)=[O:43])=[N:36][C:37]([Cl:41])=[C:38]([NH2:40])[N:39]=1.